Dataset: Forward reaction prediction with 1.9M reactions from USPTO patents (1976-2016). Task: Predict the product of the given reaction. Given the reactants [Br:1][C:2]1[CH:7]=[CH:6][C:5](F)=[C:4]([N+:9]([O-:11])=[O:10])[CH:3]=1.[NH2:12][CH2:13][CH2:14][NH:15][C:16](=[O:22])[O:17][C:18]([CH3:21])([CH3:20])[CH3:19], predict the reaction product. The product is: [Br:1][C:2]1[CH:7]=[CH:6][C:5]([NH:12][CH2:13][CH2:14][NH:15][C:16](=[O:22])[O:17][C:18]([CH3:20])([CH3:19])[CH3:21])=[C:4]([N+:9]([O-:11])=[O:10])[CH:3]=1.